Predict the reactants needed to synthesize the given product. From a dataset of Full USPTO retrosynthesis dataset with 1.9M reactions from patents (1976-2016). (1) Given the product [CH2:1]([O:3][C:4](=[O:24])[CH2:5][C:6]1[CH:11]=[CH:10][C:9]([O:12][CH3:13])=[C:8]([O:14][C:15]2[CH:20]=[CH:19][C:18]([Cl:21])=[CH:17][C:16]=2[CH2:22][OH:23])[CH:7]=1)[CH3:2], predict the reactants needed to synthesize it. The reactants are: [CH2:1]([O:3][C:4](=[O:24])[CH2:5][C:6]1[CH:11]=[CH:10][C:9]([O:12][CH3:13])=[C:8]([O:14][C:15]2[CH:20]=[CH:19][C:18]([Cl:21])=[CH:17][C:16]=2[CH:22]=[O:23])[CH:7]=1)[CH3:2].[BH4-].[Na+]. (2) Given the product [C:28]([N:11]([CH2:12][C:13]1[S:14][C:15]([C:18]2[CH:23]=[CH:22][CH:21]=[C:20]([S:24]([CH3:27])(=[O:26])=[O:25])[CH:19]=2)=[CH:16][CH:17]=1)[S:8]([C:4]1[CH:5]=[CH:6][CH:7]=[C:2]([Cl:1])[CH:3]=1)(=[O:9])=[O:10])(=[O:35])[C:29]1[CH:34]=[CH:33][CH:32]=[CH:31][CH:30]=1, predict the reactants needed to synthesize it. The reactants are: [Cl:1][C:2]1[CH:3]=[C:4]([S:8]([NH:11][CH2:12][C:13]2[S:14][C:15]([C:18]3[CH:23]=[CH:22][CH:21]=[C:20]([S:24]([CH3:27])(=[O:26])=[O:25])[CH:19]=3)=[CH:16][CH:17]=2)(=[O:10])=[O:9])[CH:5]=[CH:6][CH:7]=1.[C:28](Cl)(=[O:35])[C:29]1[CH:34]=[CH:33][CH:32]=[CH:31][CH:30]=1.C(N(CC)C(C)C)(C)C. (3) Given the product [C:34]([O:33][C:32](=[O:38])[NH:31][CH2:30][CH2:29][O:8][C:4]1[CH:5]=[N:6][CH:7]=[C:2]([Br:1])[CH:3]=1)([CH3:37])([CH3:36])[CH3:35], predict the reactants needed to synthesize it. The reactants are: [Br:1][C:2]1[CH:3]=[C:4]([OH:8])[CH:5]=[N:6][CH:7]=1.C1(P(C2C=CC=CC=2)C2C=CC=CC=2)C=CC=CC=1.O[CH2:29][CH2:30][NH:31][C:32](=[O:38])[O:33][C:34]([CH3:37])([CH3:36])[CH3:35].C1C(COC(/N=N\C(OCC2C=CC(Cl)=CC=2)=O)=O)=CC=C(Cl)C=1.C([O-])(O)=O.[Na+]. (4) Given the product [C:13]([C:9]1[CH:8]=[C:7]([P:17]([C:25]2[CH:30]=[C:29]([C:31]([CH3:34])([CH3:33])[CH3:32])[C:28]([O:35][CH3:36])=[C:27]([C:37]([CH3:40])([CH3:39])[CH3:38])[CH:26]=2)[C:18]2[CH:23]=[CH:22][CH:21]=[CH:20][C:19]=2[Br:24])[CH:6]=[C:5]([C:1]([CH3:4])([CH3:3])[CH3:2])[C:10]=1[O:11][CH3:12])([CH3:14])([CH3:15])[CH3:16], predict the reactants needed to synthesize it. The reactants are: [C:1]([C:5]1[CH:6]=[C:7]([P:17](=O)([C:25]2[CH:30]=[C:29]([C:31]([CH3:34])([CH3:33])[CH3:32])[C:28]([O:35][CH3:36])=[C:27]([C:37]([CH3:40])([CH3:39])[CH3:38])[CH:26]=2)[C:18]2[CH:23]=[CH:22][CH:21]=[CH:20][C:19]=2[Br:24])[CH:8]=[C:9]([C:13]([CH3:16])([CH3:15])[CH3:14])[C:10]=1[O:11][CH3:12])([CH3:4])([CH3:3])[CH3:2].Cl[SiH](Cl)Cl.[OH-].[Na+]. (5) Given the product [C:25]([O:28][CH2:29][C:30]1[C:31]([C:6]2[CH:5]=[C:4]([NH:17][C:18]3[CH:23]=[CH:22][N:21]=[CH:20][N:19]=3)[C:3](=[O:24])[N:2]([CH3:1])[CH:7]=2)=[CH:32][CH:33]=[CH:34][C:35]=1[N:36]1[CH2:47][CH2:46][N:45]2[C:38](=[CH:39][C:40]3[CH2:41][C:42]([CH3:49])([CH3:48])[CH2:43][C:44]=32)[C:37]1=[O:50])(=[O:27])[CH3:26], predict the reactants needed to synthesize it. The reactants are: [CH3:1][N:2]1[CH:7]=[C:6](B2OC(C)(C)C(C)(C)O2)[CH:5]=[C:4]([NH:17][C:18]2[CH:23]=[CH:22][N:21]=[CH:20][N:19]=2)[C:3]1=[O:24].[C:25]([O:28][CH2:29][C:30]1[C:35]([N:36]2[CH2:47][CH2:46][N:45]3[C:38](=[CH:39][C:40]4[CH2:41][C:42]([CH3:49])([CH3:48])[CH2:43][C:44]=43)[C:37]2=[O:50])=[CH:34][CH:33]=[CH:32][C:31]=1Br)(=[O:27])[CH3:26].COCCOC.C(=O)([O-])[O-].[Na+].[Na+]. (6) Given the product [C:1]([NH:24][CH:25]([CH2:40][CH:41]([CH3:43])[CH3:42])[C:26]([O:28][C:29]1[CH:39]=[C:38]([C:54]([F:57])([F:56])[F:55])[CH:37]=[CH:36][C:30]=1[C:31]([O:33][CH2:34][CH3:35])=[O:32])=[O:27])(=[O:23])[CH2:2][CH2:3]/[CH:4]=[CH:5]\[CH2:6]/[CH:7]=[CH:8]\[CH2:9]/[CH:10]=[CH:11]\[CH2:12]/[CH:13]=[CH:14]\[CH2:15]/[CH:16]=[CH:17]\[CH2:18]/[CH:19]=[CH:20]\[CH2:21][CH3:22], predict the reactants needed to synthesize it. The reactants are: [C:1]([NH:24][CH:25]([CH2:40][CH:41]([CH3:43])[CH3:42])[C:26]([O:28][C:29]1[CH:39]=[CH:38][CH:37]=[CH:36][C:30]=1[C:31]([O:33][CH2:34][CH3:35])=[O:32])=[O:27])(=[O:23])[CH2:2][CH2:3]/[CH:4]=[CH:5]\[CH2:6]/[CH:7]=[CH:8]\[CH2:9]/[CH:10]=[CH:11]\[CH2:12]/[CH:13]=[CH:14]\[CH2:15]/[CH:16]=[CH:17]\[CH2:18]/[CH:19]=[CH:20]\[CH2:21][CH3:22].OC1C=C([C:54]([F:57])([F:56])[F:55])C=CC=1C(O)=O. (7) The reactants are: [NH2:1][C:2]1[CH:3]=[CH:4][CH:5]=[C:6]2[C:11]=1[N:10]=[CH:9][CH:8]=[CH:7]2.C(N(CC)CC)C.[Cl:19][C:20]([Cl:25])([Cl:24])[C:21](Cl)=[O:22]. Given the product [Cl:19][C:20]([Cl:25])([Cl:24])[C:21]([NH:1][C:2]1[CH:3]=[CH:4][CH:5]=[C:6]2[C:11]=1[N:10]=[CH:9][CH:8]=[CH:7]2)=[O:22], predict the reactants needed to synthesize it.